The task is: Regression. Given two drug SMILES strings and cell line genomic features, predict the synergy score measuring deviation from expected non-interaction effect.. This data is from Merck oncology drug combination screen with 23,052 pairs across 39 cell lines. (1) Synergy scores: synergy=1.21. Cell line: MSTO. Drug 2: CS(=O)(=O)CCNCc1ccc(-c2ccc3ncnc(Nc4ccc(OCc5cccc(F)c5)c(Cl)c4)c3c2)o1. Drug 1: COc1cccc2c1C(=O)c1c(O)c3c(c(O)c1C2=O)CC(O)(C(=O)CO)CC3OC1CC(N)C(O)C(C)O1. (2) Drug 1: CN1C(=O)C=CC2(C)C3CCC4(C)C(NC(=O)OCC(F)(F)F)CCC4C3CCC12. Drug 2: CCc1c2c(nc3ccc(O)cc13)-c1cc3c(c(=O)n1C2)COC(=O)C3(O)CC. Cell line: RKO. Synergy scores: synergy=5.62. (3) Drug 1: CC(=O)OC1C(=O)C2(C)C(O)CC3OCC3(OC(C)=O)C2C(OC(=O)c2ccccc2)C2(O)CC(OC(=O)C(O)C(NC(=O)c3ccccc3)c3ccccc3)C(C)=C1C2(C)C. Drug 2: COC1CC2CCC(C)C(O)(O2)C(=O)C(=O)N2CCCCC2C(=O)OC(C(C)CC2CCC(OP(C)(C)=O)C(OC)C2)CC(=O)C(C)C=C(C)C(O)C(OC)C(=O)C(C)CC(C)C=CC=CC=C1C. Cell line: NCIH23. Synergy scores: synergy=12.0. (4) Drug 1: O=P1(N(CCCl)CCCl)NCCCO1. Synergy scores: synergy=0.0737. Cell line: DLD1. Drug 2: Cn1cc(-c2cnn3c(N)c(Br)c(C4CCCNC4)nc23)cn1. (5) Drug 1: N.N.O=C(O)C1(C(=O)O)CCC1.[Pt]. Drug 2: CC(C)CC(NC(=O)C(Cc1ccccc1)NC(=O)c1cnccn1)B(O)O. Cell line: RKO. Synergy scores: synergy=23.9. (6) Drug 1: Nc1ccn(C2OC(CO)C(O)C2(F)F)c(=O)n1. Drug 2: Cn1cc(-c2cnn3c(N)c(Br)c(C4CCCNC4)nc23)cn1. Cell line: LOVO. Synergy scores: synergy=25.4. (7) Drug 1: COc1cc(C2c3cc4c(cc3C(OC3OC5COC(C)OC5C(O)C3O)C3COC(=O)C23)OCO4)cc(OC)c1O. Drug 2: Cn1nnc2c(C(N)=O)ncn2c1=O. Cell line: NCIH460. Synergy scores: synergy=-9.81. (8) Drug 1: COC12C(COC(N)=O)C3=C(C(=O)C(C)=C(N)C3=O)N1CC1NC12. Drug 2: N#Cc1ccc(Cn2cncc2CN2CCN(c3cccc(Cl)c3)C(=O)C2)cc1. Cell line: NCIH2122. Synergy scores: synergy=-32.1.